Task: Predict the reaction yield, written as a fraction of the theoretical maximum amount of product (1.0 means a 100% yield; for example, 0.34 means a 34% yield).. Dataset: Reaction yield outcomes from USPTO patents with 853,638 reactions (1) The reactants are [C:1]([O:5][C:6](=[O:20])[NH:7][C:8]1[CH:13]=[CH:12][C:11]([CH2:14][CH2:15][CH3:16])=[C:10]([N+:17]([O-:19])=[O:18])[CH:9]=1)([CH3:4])([CH3:3])[CH3:2].[CH3:21]I. The catalyst is CN(C=O)C. The product is [C:1]([O:5][C:6](=[O:20])[N:7]([CH3:21])[C:8]1[CH:13]=[CH:12][C:11]([CH2:14][CH2:15][CH3:16])=[C:10]([N+:17]([O-:19])=[O:18])[CH:9]=1)([CH3:2])([CH3:3])[CH3:4]. The yield is 0.520. (2) The reactants are [CH:1]([C:4]1[CH:8]=[CH:7][NH:6][N:5]=1)([CH3:3])[CH3:2].Cl[C:10]1[CH:19]=[C:18]([O:20]CC2C=CC(OC)=CC=2)[C:17]2[C:12](=[C:13]([CH3:32])[C:14]([O:30][CH3:31])=[CH:15][CH:16]=2)[N:11]=1.O. The catalyst is CN1CCCC1=O. The product is [OH:20][C:18]1[C:17]2[C:12](=[C:13]([CH3:32])[C:14]([O:30][CH3:31])=[CH:15][CH:16]=2)[N:11]=[C:10]([N:6]2[CH:7]=[CH:8][C:4]([CH:1]([CH3:3])[CH3:2])=[N:5]2)[CH:19]=1. The yield is 0.490.